This data is from Peptide-MHC class I binding affinity with 185,985 pairs from IEDB/IMGT. The task is: Regression. Given a peptide amino acid sequence and an MHC pseudo amino acid sequence, predict their binding affinity value. This is MHC class I binding data. (1) The peptide sequence is IIRVTSELL. The MHC is HLA-A69:01 with pseudo-sequence HLA-A69:01. The binding affinity (normalized) is 0.0847. (2) The peptide sequence is YGQMPRQTGGF. The MHC is Mamu-B52 with pseudo-sequence Mamu-B52. The binding affinity (normalized) is 0.157. (3) The peptide sequence is LPSSSSYSY. The MHC is HLA-B15:17 with pseudo-sequence HLA-B15:17. The binding affinity (normalized) is 0.0847. (4) The peptide sequence is QSSGSSSSGF. The MHC is HLA-B58:01 with pseudo-sequence HLA-B58:01. The binding affinity (normalized) is 0.0847.